This data is from Forward reaction prediction with 1.9M reactions from USPTO patents (1976-2016). The task is: Predict the product of the given reaction. (1) The product is: [NH2:19][C:14]1[N:13]=[C:12]([CH2:11][S:10][CH2:9][C@@H:8]([C:26]([O:28][CH3:29])=[O:27])[NH:7][C:5]([O:4][C:2]([CH3:3])([CH3:30])[CH3:1])=[O:6])[CH:17]=[C:16]([CH3:18])[CH:15]=1. Given the reactants [CH3:1][C:2]([CH3:30])([O:4][C:5]([NH:7][C@H:8]([C:26]([O:28][CH3:29])=[O:27])[CH2:9][S:10][CH2:11][C:12]1[CH:17]=[C:16]([CH3:18])[CH:15]=[C:14]([N:19]2C(C)=CC=C2C)[N:13]=1)=[O:6])[CH3:3].Cl.NO.[OH-].[K+], predict the reaction product. (2) Given the reactants [C:1]1([CH3:11])[CH:6]=[CH:5][C:4]([S:7](Cl)(=[O:9])=[O:8])=[CH:3][CH:2]=1.[O:12]=[CH:13][C@@H:14]([C@H:16]([C@H:18]([C@@H:20]([CH2:22][OH:23])[OH:21])[OH:19])[OH:17])[OH:15], predict the reaction product. The product is: [S:7]([C:13]([C@@H:14]([C@H:16]([C@H:18]([C@@H:20]([CH2:22][OH:23])[OH:21])[OH:19])[OH:17])[OH:15])=[O:12])([C:4]1[CH:5]=[CH:6][C:1]([CH3:11])=[CH:2][CH:3]=1)(=[O:9])=[O:8]. (3) Given the reactants Cl[C:2]1[CH:7]=[C:6]([C:8]2[CH:13]=[CH:12][CH:11]=[C:10]([Cl:14])[C:9]=2[Cl:15])[N:5]=[C:4]([NH2:16])[N:3]=1.[NH2:17][CH2:18][CH2:19][C:20]1[CH:25]=[CH:24][C:23]([OH:26])=[CH:22][CH:21]=1, predict the reaction product. The product is: [NH2:16][C:4]1[N:3]=[C:2]([NH:17][CH2:18][CH2:19][C:20]2[CH:25]=[CH:24][C:23]([OH:26])=[CH:22][CH:21]=2)[CH:7]=[C:6]([C:8]2[CH:13]=[CH:12][CH:11]=[C:10]([Cl:14])[C:9]=2[Cl:15])[N:5]=1. (4) Given the reactants [Cl:1][C:2]1[CH:7]=[CH:6][C:5]([B:8]2[O:12][CH2:11][CH2:10]O2)=[CH:4][CH:3]=1.Br[C:14]1[CH:19]=[CH:18]C=[CH:16][C:15]=1COCOC, predict the reaction product. The product is: [Cl:1][C:2]1[CH:3]=[CH:4][C:5]([B:8]2[C:16]3[CH:15]=[CH:14][CH:19]=[CH:18][C:10]=3[CH2:11][O:12]2)=[CH:6][CH:7]=1. (5) Given the reactants CN([P+](ON1N=NC2C=CC=CC1=2)(N(C)C)N(C)C)C.F[P-](F)(F)(F)(F)F.[NH2:28][C:29]1[N:37]=[C:36]([CH3:38])[CH:35]=[CH:34][C:30]=1[C:31]([OH:33])=O.[CH3:39][C:40]1[CH:45]=[CH:44][C:43]([O:46][C:47]2[S:51][C:50]([CH2:52][NH2:53])=[CH:49][CH:48]=2)=[CH:42][CH:41]=1.C(=O)(O)[O-].[Na+], predict the reaction product. The product is: [CH3:39][C:40]1[CH:45]=[CH:44][C:43]([O:46][C:47]2[S:51][C:50]([CH2:52][NH:53][C:31](=[O:33])[C:30]3[CH:34]=[CH:35][C:36]([CH3:38])=[N:37][C:29]=3[NH2:28])=[CH:49][CH:48]=2)=[CH:42][CH:41]=1. (6) Given the reactants [Br:1][C:2]1[CH:7]=[CH:6][C:5]([C:8]2[N:12]=[C:11](Cl)[S:10][N:9]=2)=[CH:4][CH:3]=1.[NH2:14][C:15]([CH3:19])([CH3:18])[CH2:16][OH:17], predict the reaction product. The product is: [Br:1][C:2]1[CH:7]=[CH:6][C:5]([C:8]2[N:12]=[C:11]([NH:14][C:15]([CH3:19])([CH3:18])[CH2:16][OH:17])[S:10][N:9]=2)=[CH:4][CH:3]=1. (7) Given the reactants [CH2:1]([O:8][C:9]1[CH:16]=[C:15]([O:17][CH3:18])[CH:14]=[CH:13][C:10]=1[CH2:11]O)[C:2]1[CH:7]=[CH:6][CH:5]=[CH:4][CH:3]=1.CC(C)(O)[C:21]#[N:22].C1(P(C2C=CC=CC=2)C2C=CC=CC=2)C=CC=CC=1.N(C(OCC)=O)=NC(OCC)=O, predict the reaction product. The product is: [CH2:1]([O:8][C:9]1[CH:16]=[C:15]([O:17][CH3:18])[CH:14]=[CH:13][C:10]=1[CH2:11][C:21]#[N:22])[C:2]1[CH:7]=[CH:6][CH:5]=[CH:4][CH:3]=1. (8) Given the reactants [Cl:1][C:2]1[S:6][C:5]([C:7]2[O:11][N:10]=[CH:9][C:8]=2[CH2:12][CH2:13][C:14]([OH:16])=[O:15])=[CH:4][CH:3]=1.S(=O)(=O)(O)O.[CH3:22]O, predict the reaction product. The product is: [Cl:1][C:2]1[S:6][C:5]([C:7]2[O:11][N:10]=[CH:9][C:8]=2[CH2:12][CH2:13][C:14]([O:16][CH3:22])=[O:15])=[CH:4][CH:3]=1. (9) Given the reactants [CH2:1]([C:5]12[CH2:17][CH:16]([I:18])[C:15](=[O:19])[C:14]([CH3:20])=[C:13]1[C:12]1[C:7](=[CH:8][C:9]([O:21]COC)=[CH:10][CH:11]=1)[CH2:6]2)[CH2:2][CH2:3][CH3:4].Cl.C([O-])(O)=O.[Na+], predict the reaction product. The product is: [CH2:1]([C:5]12[CH2:17][CH:16]([I:18])[C:15](=[O:19])[C:14]([CH3:20])=[C:13]1[C:12]1[C:7](=[CH:8][C:9]([OH:21])=[CH:10][CH:11]=1)[CH2:6]2)[CH2:2][CH2:3][CH3:4]. (10) Given the reactants C(O[C:9](=[O:26])[CH:10]([NH:16][C:17](=[O:25])[C:18]1[CH:23]=[CH:22][C:21]([F:24])=[CH:20][CH:19]=1)[C:11](=[O:15])[CH:12]([CH3:14])[CH3:13])C1C=CC=CC=1.[CH2:27]([NH2:34])[C:28]1[CH:33]=[CH:32][CH:31]=[CH:30][CH:29]=1, predict the reaction product. The product is: [CH2:27]([NH:34][C:9]([CH:10]([NH:16][C:17](=[O:25])[C:18]1[CH:19]=[CH:20][C:21]([F:24])=[CH:22][CH:23]=1)[C:11](=[O:15])[CH:12]([CH3:13])[CH3:14])=[O:26])[C:28]1[CH:33]=[CH:32][CH:31]=[CH:30][CH:29]=1.